From a dataset of Catalyst prediction with 721,799 reactions and 888 catalyst types from USPTO. Predict which catalyst facilitates the given reaction. (1) Reactant: [NH2:1][C@@H:2]([CH2:6][C:7]1[CH:12]=[C:11]([I:13])[C:10]([OH:14])=[C:9]([I:15])[CH:8]=1)[C:3]([OH:5])=[O:4].[CH2:16]=O.Cl. Product: [OH:14][C:10]1[C:9]([I:15])=[C:8]2[C:7]([CH2:6][C@@H:2]([C:3]([OH:5])=[O:4])[NH:1][CH2:16]2)=[CH:12][C:11]=1[I:13]. The catalyst class is: 57. (2) Reactant: [NH:1]1[C:5]2=[N:6][CH:7]=[C:8]([C:10]#[N:11])[CH:9]=[C:4]2[CH:3]=[CH:2]1.[OH-].[K+].[I:14]I.[O-]S([O-])(=S)=O.[Na+].[Na+]. Product: [I:14][C:3]1[C:4]2[C:5](=[N:6][CH:7]=[C:8]([C:10]#[N:11])[CH:9]=2)[NH:1][CH:2]=1. The catalyst class is: 18. (3) Reactant: [CH3:1][CH2:2][C@H:3]([NH:6][C:7]([C@@H:9]1[CH:24]=[C:23]2[C@@H:12]([CH2:13][C:14]3[C:18]4[C:19]2=[CH:20][CH:21]=[CH:22][C:17]=4[N:16]([CH3:25])[CH:15]=3)[N:11]([CH3:26])[CH2:10]1)=[O:8])[CH2:4][OH:5].C(/C(O)=O)=C/[C:29](O)=[O:30].OS(O)(=O)=O.[OH-].[Na+]. Product: [OH:5][CH2:4][C@@H:3]([NH:6][C:7]([C@@H:9]1[CH2:24][C@@:23]2([O:30][CH3:29])[C@@H:12]([CH2:13][C:14]3[C:18]4[C:17]([N:16]([CH3:25])[CH:15]=3)=[CH:22][CH:21]=[CH:20][C:19]=42)[N:11]([CH3:26])[CH2:10]1)=[O:8])[CH2:2][CH3:1]. The catalyst class is: 24. (4) Reactant: [O:1]1[CH2:6][CH2:5][N:4]([C:7]2[C:16]3[C:11](=[CH:12][CH:13]=[CH:14][CH:15]=3)[N:10]=[C:9]([CH2:17][NH2:18])[N:8]=2)[CH2:3][CH2:2]1.[F:19][C:20]1[CH:25]=[CH:24][CH:23]=[CH:22][C:21]=1[S:26](Cl)(=[O:28])=[O:27].C(=O)([O-])[O-].[Na+].[Na+]. Product: [F:19][C:20]1[CH:25]=[CH:24][CH:23]=[CH:22][C:21]=1[S:26]([NH:18][CH2:17][C:9]1[N:8]=[C:7]([N:4]2[CH2:5][CH2:6][O:1][CH2:2][CH2:3]2)[C:16]2[C:11](=[CH:12][CH:13]=[CH:14][CH:15]=2)[N:10]=1)(=[O:28])=[O:27]. The catalyst class is: 2.